Dataset: Peptide-MHC class I binding affinity with 185,985 pairs from IEDB/IMGT. Task: Regression. Given a peptide amino acid sequence and an MHC pseudo amino acid sequence, predict their binding affinity value. This is MHC class I binding data. The peptide sequence is YITDDSDDY. The MHC is HLA-A33:01 with pseudo-sequence HLA-A33:01. The binding affinity (normalized) is 0.